This data is from NCI-60 drug combinations with 297,098 pairs across 59 cell lines. The task is: Regression. Given two drug SMILES strings and cell line genomic features, predict the synergy score measuring deviation from expected non-interaction effect. (1) Drug 1: C1=NC(=NC(=O)N1C2C(C(C(O2)CO)O)O)N. Drug 2: C1CN(P(=O)(OC1)NCCCl)CCCl. Cell line: UACC-257. Synergy scores: CSS=8.66, Synergy_ZIP=-1.22, Synergy_Bliss=0.852, Synergy_Loewe=-6.19, Synergy_HSA=-0.255. (2) Drug 1: CN(C)N=NC1=C(NC=N1)C(=O)N. Drug 2: C1=C(C(=O)NC(=O)N1)F. Cell line: A498. Synergy scores: CSS=48.7, Synergy_ZIP=-3.09, Synergy_Bliss=-5.93, Synergy_Loewe=-12.6, Synergy_HSA=-5.73. (3) Drug 1: C1CN1P(=S)(N2CC2)N3CC3. Drug 2: C1CN1C2=NC(=NC(=N2)N3CC3)N4CC4. Cell line: EKVX. Synergy scores: CSS=7.46, Synergy_ZIP=-2.70, Synergy_Bliss=1.66, Synergy_Loewe=-0.132, Synergy_HSA=0.705. (4) Drug 1: C1=C(C(=O)NC(=O)N1)F. Drug 2: CC1=C(C=C(C=C1)C(=O)NC2=CC(=CC(=C2)C(F)(F)F)N3C=C(N=C3)C)NC4=NC=CC(=N4)C5=CN=CC=C5. Cell line: A549. Synergy scores: CSS=50.2, Synergy_ZIP=6.86, Synergy_Bliss=2.31, Synergy_Loewe=0.498, Synergy_HSA=1.72. (5) Drug 1: CC1=C(C=C(C=C1)C(=O)NC2=CC(=CC(=C2)C(F)(F)F)N3C=C(N=C3)C)NC4=NC=CC(=N4)C5=CN=CC=C5. Drug 2: CC12CCC3C(C1CCC2O)C(CC4=C3C=CC(=C4)O)CCCCCCCCCS(=O)CCCC(C(F)(F)F)(F)F. Cell line: OVCAR-4. Synergy scores: CSS=-3.90, Synergy_ZIP=1.34, Synergy_Bliss=0.00843, Synergy_Loewe=-5.88, Synergy_HSA=-4.51.